Dataset: Peptide-MHC class II binding affinity with 134,281 pairs from IEDB. Task: Regression. Given a peptide amino acid sequence and an MHC pseudo amino acid sequence, predict their binding affinity value. This is MHC class II binding data. The peptide sequence is ASAAIFGHDGTVWAQ. The MHC is HLA-DPA10201-DPB10101 with pseudo-sequence HLA-DPA10201-DPB10101. The binding affinity (normalized) is 0.129.